Task: Predict the reaction yield, written as a fraction of the theoretical maximum amount of product (1.0 means a 100% yield; for example, 0.34 means a 34% yield).. Dataset: Reaction yield outcomes from USPTO patents with 853,638 reactions (1) The reactants are C[N:2](/[CH:4]=[C:5](/[C:16](=O)[C:17]([F:20])([F:19])[F:18])\[C:6]([O:8][CH2:9][C:10]1[CH:15]=[CH:14][CH:13]=[CH:12][CH:11]=1)=[O:7])C.Cl.[NH:23]([CH:25]1[CH2:30][CH2:29][C:28]([CH2:32][C:33]([O:35][CH2:36][CH3:37])=[O:34])([CH3:31])[CH2:27][CH2:26]1)N.CCN(C(C)C)C(C)C. The catalyst is CCO. The product is [CH2:36]([O:35][C:33](=[O:34])[CH2:32][C:28]1([CH3:31])[CH2:27][CH2:26][CH:25]([N:23]2[C:16]([C:17]([F:20])([F:19])[F:18])=[C:5]([C:6]([O:8][CH2:9][C:10]3[CH:15]=[CH:14][CH:13]=[CH:12][CH:11]=3)=[O:7])[CH:4]=[N:2]2)[CH2:30][CH2:29]1)[CH3:37]. The yield is 0.734. (2) The reactants are [CH3:1][C:2]1[CH:3]=[C:4]([OH:9])[CH:5]=[C:6]([OH:8])[CH:7]=1.Br[CH2:11][CH:12]([CH3:14])[CH3:13].C([O-])([O-])=O.[K+].[K+].O. The catalyst is CN(C=O)C. The product is [CH2:11]([O:8][C:6]1[CH:5]=[C:4]([OH:9])[CH:3]=[C:2]([CH3:1])[CH:7]=1)[CH:12]([CH3:14])[CH3:13]. The yield is 0.450.